This data is from Reaction yield outcomes from USPTO patents with 853,638 reactions. The task is: Predict the reaction yield, written as a fraction of the theoretical maximum amount of product (1.0 means a 100% yield; for example, 0.34 means a 34% yield). (1) The reactants are [F:1][C:2]1[CH:7]=[CH:6][C:5]([CH:8]([NH:12][C:13]2[CH:18]=[CH:17][CH:16]=[C:15]([F:19])[CH:14]=2)[C:9]([OH:11])=[O:10])=[CH:4][CH:3]=1.[N:20]12[CH2:27][CH2:26][CH:23]([CH2:24][CH2:25]1)[C@@H:22](O)[CH2:21]2.C1C=CC2N(O)N=NC=2C=1.C1CCC(N=C=NC2CCCCC2)CC1. The catalyst is C1COCC1. The product is [F:1][C:2]1[CH:7]=[CH:6][C:5]([CH:8]([NH:12][C:13]2[CH:18]=[CH:17][CH:16]=[C:15]([F:19])[CH:14]=2)[C:9]([O:11][C@@H:22]2[CH:23]3[CH2:26][CH2:27][N:20]([CH2:25][CH2:24]3)[CH2:21]2)=[O:10])=[CH:4][CH:3]=1. The yield is 0.500. (2) The reactants are [O:1]1[CH2:6][CH2:5][N:4]([C:7]2[N:12]=[C:11]([N:13]3[CH2:18][CH2:17][O:16][CH2:15][CH2:14]3)[N:10]=[C:9]([C:19]3[CH:24]=[CH:23][C:22]([NH:25][C:26](=[O:37])[NH:27][C:28]4[CH:36]=[CH:35][C:31]([C:32]([OH:34])=O)=[CH:30][CH:29]=4)=[CH:21][CH:20]=3)[N:8]=2)[CH2:3][CH2:2]1.CCN(C(C)C)C(C)C.CN(C(ON1N=NC2C=CC=CC1=2)=[N+](C)C)C.F[P-](F)(F)(F)(F)F.[CH3:71][N:72]([CH3:77])[CH2:73][CH2:74][NH:75][CH3:76]. The catalyst is CN1C(=O)CCC1. The product is [CH3:71][N:72]([CH3:77])[CH2:73][CH2:74][N:75]([CH3:76])[C:32](=[O:34])[C:31]1[CH:35]=[CH:36][C:28]([NH:27][C:26]([NH:25][C:22]2[CH:21]=[CH:20][C:19]([C:9]3[N:10]=[C:11]([N:13]4[CH2:14][CH2:15][O:16][CH2:17][CH2:18]4)[N:12]=[C:7]([N:4]4[CH2:5][CH2:6][O:1][CH2:2][CH2:3]4)[N:8]=3)=[CH:24][CH:23]=2)=[O:37])=[CH:29][CH:30]=1. The yield is 0.500. (3) The reactants are [CH3:1][C:2]([C:5]1[CH:6]=[C:7]([C:16](=[CH2:30])[C:17]([NH:19][C:20]2[CH:25]=[C:24]([N+:26]([O-])=O)[CH:23]=[CH:22][C:21]=2[OH:29])=[O:18])[CH:8]=[C:9]([C:12]([CH3:15])([CH3:14])[CH3:13])[C:10]=1[OH:11])([CH3:4])[CH3:3].CC(C1C=C(C(=C)C(NC2C=CC(O)=C([N+]([O-])=O)C=2)=O)C=C(C(C)(C)C)C=1O)(C)C. No catalyst specified. The product is [CH3:4][C:2]([C:5]1[CH:6]=[C:7]([C:16](=[CH2:30])[C:17]([NH:19][C:20]2[CH:25]=[C:24]([NH2:26])[CH:23]=[CH:22][C:21]=2[OH:29])=[O:18])[CH:8]=[C:9]([C:12]([CH3:13])([CH3:14])[CH3:15])[C:10]=1[OH:11])([CH3:1])[CH3:3]. The yield is 0.740. (4) The reactants are [CH:1]([C:4]1[CH:34]=[CH:33][C:7]([CH2:8][O:9][C:10]([N:12]2[CH2:17][CH2:16][CH2:15][CH:14]([C:18]3[CH:23]=[CH:22][CH:21]=[C:20]([O:24][C:25]([C:28]([O:30]CC)=[O:29])([CH3:27])[CH3:26])[CH:19]=3)[CH2:13]2)=[O:11])=[CH:6][CH:5]=1)([CH3:3])[CH3:2].C(=O)([O-])[O-].[K+].[K+].CO. The catalyst is O. The product is [CH:1]([C:4]1[CH:5]=[CH:6][C:7]([CH2:8][O:9][C:10]([N:12]2[CH2:17][CH2:16][CH2:15][CH:14]([C:18]3[CH:23]=[CH:22][CH:21]=[C:20]([O:24][C:25]([C:28]([OH:30])=[O:29])([CH3:27])[CH3:26])[CH:19]=3)[CH2:13]2)=[O:11])=[CH:33][CH:34]=1)([CH3:3])[CH3:2]. The yield is 0.990. (5) The reactants are NC1[CH:31]=[CH:30][C:5]([CH2:6][N:7]2[C:12](=[O:13])[CH:11]=[C:10]([C:14]3[CH:19]=[CH:18][C:17]([O:20][CH3:21])=[CH:16][CH:15]=3)[C:9]([C:22]3[CH:27]=[CH:26][C:25]([O:28][CH3:29])=[CH:24][CH:23]=3)=[N:8]2)=[CH:4][CH:3]=1.C(=O)([O-])O.[Na+].S(OC)(OC)(=O)=O.CC(C)=O.[CH3:48][N:49]([CH3:52])[CH:50]=O. The catalyst is CC(C)=O. The product is [CH3:21][O:20][C:17]1[CH:18]=[CH:19][C:14]([C:10]2[C:9]([C:22]3[CH:23]=[CH:24][C:25]([O:28][CH3:29])=[CH:26][CH:27]=3)=[N:8][N:7]([CH2:6][C:5]3[CH:30]=[CH:31][C:50]([N:49]([CH3:52])[CH3:48])=[CH:3][CH:4]=3)[C:12](=[O:13])[CH:11]=2)=[CH:15][CH:16]=1. The yield is 0.308. (6) The reactants are CC1(C)C(C)(C)[O:5][B:4]([C:9]2[CH:14]=[CH:13][CH:12]=[CH:11][C:10]=2[CH:15]([CH3:22])[C:16]#[C:17][Si:18]([CH3:21])([CH3:20])[CH3:19])[O:3]1.CC(O)=O.CCOC(C)=O. The catalyst is C1COCC1.C(Cl)Cl. The product is [CH3:22][CH:15]([C:10]1[CH:11]=[CH:12][CH:13]=[CH:14][C:9]=1[B:4]([OH:5])[OH:3])[C:16]#[C:17][Si:18]([CH3:21])([CH3:19])[CH3:20]. The yield is 0.810. (7) The reactants are [O:1]1[C:5]2[CH:6]=[CH:7][C:8]([CH2:10][NH:11][CH2:12][CH2:13][CH:14]3[CH2:19][CH2:18][CH2:17][CH2:16][N:15]3[C:20]3[CH:25]=[CH:24][N:23]=[C:22]([N:26]4[CH:30]=[CH:29][N:28]=[CH:27]4)[N:21]=3)=[CH:9][C:4]=2[O:3][CH2:2]1.CCN(C(C)C)C(C)C.[C:40](OC(=O)C)(=[O:42])[CH3:41]. The catalyst is C1COCC1. The product is [C:40]([N:11]([CH2:10][C:8]1[CH:7]=[CH:6][C:5]2[O:1][CH2:2][O:3][C:4]=2[CH:9]=1)[CH2:12][CH2:13][CH:14]1[CH2:19][CH2:18][CH2:17][CH2:16][N:15]1[C:20]1[CH:25]=[CH:24][N:23]=[C:22]([N:26]2[CH:30]=[CH:29][N:28]=[CH:27]2)[N:21]=1)(=[O:42])[CH3:41]. The yield is 0.600. (8) The reactants are [CH:1]([C:4]1[CH:9]=[C:8]([O:10][CH3:11])[C:7]([CH3:12])=[CH:6][C:5]=1[OH:13])([CH3:3])[CH3:2].C(=O)([O-])[O-].[K+].[K+].Br[CH2:21][C:22]([O:24][CH2:25][CH3:26])=[O:23]. The catalyst is CC(C)=O. The product is [CH2:25]([O:24][C:22](=[O:23])[CH2:21][O:13][C:5]1[CH:6]=[C:7]([CH3:12])[C:8]([O:10][CH3:11])=[CH:9][C:4]=1[CH:1]([CH3:3])[CH3:2])[CH3:26]. The yield is 0.820. (9) The reactants are [CH3:1][S:2][C:3]1[C:4]([C:8]2[CH:9]=[N:10][CH:11]=[CH:12][CH:13]=2)=[N:5][NH:6][CH:7]=1.[CH3:14][CH:15]([CH3:25])[CH2:16]CSSC[CH2:14][CH:15]([CH3:25])[CH3:16].IC1C(C2C=NC=CC=2)=NNC=1. The catalyst is C(OCC)(=O)C. The product is [CH3:14][CH:15]([CH3:25])[CH2:16][CH2:1][S:2][C:3]1[C:4]([C:8]2[CH:9]=[N:10][CH:11]=[CH:12][CH:13]=2)=[N:5][NH:6][CH:7]=1. The yield is 0.390. (10) The reactants are [F:1][C:2]1[C:3]([C:25]([NH:27][CH3:28])=[O:26])=[CH:4][C:5]2[NH:9][C:8](=[O:10])[N:7]([CH:11]3[CH2:16][CH2:15][N:14](C(OC(C)(C)C)=O)[CH2:13][CH2:12]3)[C:6]=2[CH:24]=1.[F:29][C:30]([F:35])([F:34])[C:31]([OH:33])=[O:32]. The catalyst is ClCCl. The product is [F:29][C:30]([F:35])([F:34])[C:31]([O-:33])=[O:32].[F:1][C:2]1[C:3]([C:25]([NH:27][CH3:28])=[O:26])=[CH:4][C:5]2[NH:9][C:8](=[O:10])[N:7]([CH:11]3[CH2:12][CH2:13][NH2+:14][CH2:15][CH2:16]3)[C:6]=2[CH:24]=1. The yield is 1.00.